Regression. Given a peptide amino acid sequence and an MHC pseudo amino acid sequence, predict their binding affinity value. This is MHC class II binding data. From a dataset of Peptide-MHC class II binding affinity with 134,281 pairs from IEDB. (1) The peptide sequence is CEHLEDGIYGIFQST. The MHC is DRB3_0301 with pseudo-sequence DRB3_0301. The binding affinity (normalized) is 0.247. (2) The peptide sequence is GKNLVFSPGRKNGSF. The MHC is DRB4_0103 with pseudo-sequence DRB4_0103. The binding affinity (normalized) is 0.778. (3) The MHC is HLA-DPA10201-DPB10101 with pseudo-sequence HLA-DPA10201-DPB10101. The binding affinity (normalized) is 0.309. The peptide sequence is DPVKLVKMWEDEVKD. (4) The peptide sequence is GELQKVDKIDAAFKI. The MHC is DRB1_0701 with pseudo-sequence DRB1_0701. The binding affinity (normalized) is 0.599. (5) The peptide sequence is AYGSFVRTVSLPVGA. The MHC is HLA-DPA10301-DPB10402 with pseudo-sequence HLA-DPA10301-DPB10402. The binding affinity (normalized) is 0.561.